This data is from Peptide-MHC class I binding affinity with 185,985 pairs from IEDB/IMGT. The task is: Regression. Given a peptide amino acid sequence and an MHC pseudo amino acid sequence, predict their binding affinity value. This is MHC class I binding data. (1) The peptide sequence is VLSAATETY. The MHC is HLA-A11:01 with pseudo-sequence HLA-A11:01. The binding affinity (normalized) is 0.189. (2) The peptide sequence is SYSPGEINRV. The MHC is Patr-A0901 with pseudo-sequence Patr-A0901. The binding affinity (normalized) is 0.364. (3) The peptide sequence is PVYISQFSYK. The MHC is HLA-A03:01 with pseudo-sequence HLA-A03:01. The binding affinity (normalized) is 0.979. (4) The peptide sequence is FELTSMKYFV. The MHC is HLA-B40:02 with pseudo-sequence HLA-B40:02. The binding affinity (normalized) is 0.705.